From a dataset of NCI-60 drug combinations with 297,098 pairs across 59 cell lines. Regression. Given two drug SMILES strings and cell line genomic features, predict the synergy score measuring deviation from expected non-interaction effect. (1) Cell line: NCI-H322M. Drug 1: CNC(=O)C1=CC=CC=C1SC2=CC3=C(C=C2)C(=NN3)C=CC4=CC=CC=N4. Synergy scores: CSS=27.1, Synergy_ZIP=-6.37, Synergy_Bliss=-0.260, Synergy_Loewe=-19.1, Synergy_HSA=-1.41. Drug 2: CCC1(CC2CC(C3=C(CCN(C2)C1)C4=CC=CC=C4N3)(C5=C(C=C6C(=C5)C78CCN9C7C(C=CC9)(C(C(C8N6C)(C(=O)OC)O)OC(=O)C)CC)OC)C(=O)OC)O.OS(=O)(=O)O. (2) Drug 1: C1=NC2=C(N1)C(=S)N=CN2. Drug 2: CC1=C(C(=O)C2=C(C1=O)N3CC4C(C3(C2COC(=O)N)OC)N4)N. Cell line: HOP-92. Synergy scores: CSS=17.4, Synergy_ZIP=-9.98, Synergy_Bliss=-7.83, Synergy_Loewe=-19.0, Synergy_HSA=-7.42.